The task is: Regression. Given two drug SMILES strings and cell line genomic features, predict the synergy score measuring deviation from expected non-interaction effect.. This data is from NCI-60 drug combinations with 297,098 pairs across 59 cell lines. (1) Drug 1: CC(C1=C(C=CC(=C1Cl)F)Cl)OC2=C(N=CC(=C2)C3=CN(N=C3)C4CCNCC4)N. Drug 2: COC1=C(C=C2C(=C1)N=CN=C2NC3=CC(=C(C=C3)F)Cl)OCCCN4CCOCC4. Cell line: NCI-H322M. Synergy scores: CSS=52.2, Synergy_ZIP=8.53, Synergy_Bliss=8.54, Synergy_Loewe=1.28, Synergy_HSA=7.65. (2) Drug 1: CC1=C(N=C(N=C1N)C(CC(=O)N)NCC(C(=O)N)N)C(=O)NC(C(C2=CN=CN2)OC3C(C(C(C(O3)CO)O)O)OC4C(C(C(C(O4)CO)O)OC(=O)N)O)C(=O)NC(C)C(C(C)C(=O)NC(C(C)O)C(=O)NCCC5=NC(=CS5)C6=NC(=CS6)C(=O)NCCC[S+](C)C)O. Drug 2: C1CN(P(=O)(OC1)NCCCl)CCCl. Cell line: EKVX. Synergy scores: CSS=9.89, Synergy_ZIP=0.144, Synergy_Bliss=2.86, Synergy_Loewe=-1.57, Synergy_HSA=2.63.